The task is: Predict the reaction yield, written as a fraction of the theoretical maximum amount of product (1.0 means a 100% yield; for example, 0.34 means a 34% yield).. This data is from Reaction yield outcomes from USPTO patents with 853,638 reactions. The reactants are C([O:5][C:6]([N:8]1[CH2:13][CH2:12][C:11](=[C:14]([C:21]2[CH:26]=[CH:25][CH:24]=[CH:23][CH:22]=2)[C:15]2[O:16][C:17]([CH3:20])=[N:18][N:19]=2)[CH2:10][CH2:9]1)=O)(C)(C)C.[C:27](O)(C(F)(F)F)=O.Cl.[CH3:35][O:36][C:37]1[CH:45]=[N:44][C:43]([C:46]2[CH:47]=[CH:48][N:49](C)[N:50]=2)=[C:42]2[C:38]=1[C:39]([C:52](=[O:56])C(O)=O)=[CH:40][NH:41]2.C(N(CC)CC)(C)C.C1N(P(Cl)(N2C(=O)OCC2)=O)C(=O)OC1. The catalyst is C(Cl)Cl. The product is [C:21]1([C:14](=[C:11]2[CH2:10][CH2:9][N:8]([C:6](=[O:5])[C:52]([C:39]3[C:38]4[C:42](=[C:43]([C:46]5[CH:47]=[C:48]([CH3:27])[NH:49][N:50]=5)[N:44]=[CH:45][C:37]=4[O:36][CH3:35])[NH:41][CH:40]=3)=[O:56])[CH2:13][CH2:12]2)[C:15]2[O:16][C:17]([CH3:20])=[N:18][N:19]=2)[CH:22]=[CH:23][CH:24]=[CH:25][CH:26]=1. The yield is 0.0600.